Dataset: Reaction yield outcomes from USPTO patents with 853,638 reactions. Task: Predict the reaction yield, written as a fraction of the theoretical maximum amount of product (1.0 means a 100% yield; for example, 0.34 means a 34% yield). The reactants are N(C(OC(C)(C)C)=O)=NC(OC(C)(C)C)=O.C1(P(C2C=CC=CC=2)C2C=CC=CC=2)C=CC=CC=1.[C:36]([O:40][C:41](=[O:47])[NH:42][CH:43]([CH3:46])[CH2:44]O)([CH3:39])([CH3:38])[CH3:37].[CH2:48]([O:50][C:51]([C:53]1[NH:54][N:55]=[C:56]([CH2:58][O:59][C:60]2[CH:65]=[CH:64][CH:63]=[CH:62][CH:61]=2)[CH:57]=1)=[O:52])[CH3:49]. The catalyst is C1COCC1. The product is [CH2:48]([O:50][C:51]([C:53]1[N:54]([CH2:44][CH:43]([NH:42][C:41]([O:40][C:36]([CH3:39])([CH3:38])[CH3:37])=[O:47])[CH3:46])[N:55]=[C:56]([CH2:58][O:59][C:60]2[CH:65]=[CH:64][CH:63]=[CH:62][CH:61]=2)[CH:57]=1)=[O:52])[CH3:49]. The yield is 0.910.